This data is from Forward reaction prediction with 1.9M reactions from USPTO patents (1976-2016). The task is: Predict the product of the given reaction. Given the reactants C([O:5][C:6](=[O:24])/[CH:7]=[CH:8]/[C:9]1[CH:13]=[CH:12][N:11]([S:14]([C:17]2[CH:22]=[CH:21][C:20]([I:23])=[CH:19][CH:18]=2)(=[O:16])=[O:15])[CH:10]=1)(C)(C)C, predict the reaction product. The product is: [I:23][C:20]1[CH:19]=[CH:18][C:17]([S:14]([N:11]2[CH:12]=[CH:13][C:9](/[CH:8]=[CH:7]/[C:6]([OH:24])=[O:5])=[CH:10]2)(=[O:16])=[O:15])=[CH:22][CH:21]=1.